Dataset: Catalyst prediction with 721,799 reactions and 888 catalyst types from USPTO. Task: Predict which catalyst facilitates the given reaction. (1) Product: [N+:1]([C:4]1[CH:5]=[C:6]([S:10]([CH2:13][CH2:14][O:15][C:16](=[O:35])[CH2:17][CH2:18][CH2:19][CH2:20][CH2:21][NH:22][C:23](=[O:34])[CH2:24][O:25][C:26]2[CH:31]=[C:30]([CH3:32])[C:29]([S:37]([Cl:36])(=[O:39])=[O:38])=[C:28]([CH3:33])[CH:27]=2)(=[O:12])=[O:11])[CH:7]=[CH:8][CH:9]=1)([O-:3])=[O:2]. Reactant: [N+:1]([C:4]1[CH:5]=[C:6]([S:10]([CH2:13][CH2:14][O:15][C:16](=[O:35])[CH2:17][CH2:18][CH2:19][CH2:20][CH2:21][NH:22][C:23](=[O:34])[CH2:24][O:25][C:26]2[CH:31]=[C:30]([CH3:32])[CH:29]=[C:28]([CH3:33])[CH:27]=2)(=[O:12])=[O:11])[CH:7]=[CH:8][CH:9]=1)([O-:3])=[O:2].[Cl:36][S:37](O)(=[O:39])=[O:38]. The catalyst class is: 2. (2) Reactant: [Li+].C[Si]([N-][Si](C)(C)C)(C)C.[CH2:11]([C:13]1[N:14]=[CH:15][O:16][C:17]=1[C:18]1[CH:23]=[CH:22][C:21]([C:24]([F:27])([F:26])[F:25])=[CH:20][CH:19]=1)[CH3:12].[Cl:28]C(Cl)(Cl)C(Cl)(Cl)Cl. Product: [Cl:28][C:15]1[O:16][C:17]([C:18]2[CH:19]=[CH:20][C:21]([C:24]([F:27])([F:26])[F:25])=[CH:22][CH:23]=2)=[C:13]([CH2:11][CH3:12])[N:14]=1. The catalyst class is: 1. (3) Reactant: CC([N:5]([CH2:9][CH2:10][NH:11][S:12]([C:15]1[CH:20]=[CH:19][C:18]([C:21]2[CH:26]=[CH:25][N:24]=[C:23]3[N:27](S(C4C=CC(C)=CC=4)(=O)=O)[C:28]([CH2:30][OH:31])=[CH:29][C:22]=23)=[CH:17][CH:16]=1)(=[O:14])=[O:13])[C:6](=[O:8])[O-:7])(C)C.C1(C)C=CC(S(O)(=O)=O)=CC=1. Product: [CH:6]([OH:8])=[O:7].[NH2:5][CH2:9][CH2:10][NH:11][S:12]([C:15]1[CH:20]=[CH:19][C:18]([C:21]2[CH:26]=[CH:25][N:24]=[C:23]3[NH:27][C:28]([CH2:30][OH:31])=[CH:29][C:22]=23)=[CH:17][CH:16]=1)(=[O:13])=[O:14]. The catalyst class is: 22. (4) Reactant: Cl.FC1C([O:9][C:10]([C:12]2[N:13]=[N:14][C:15]([CH2:31][CH2:32][CH2:33][CH3:34])=[C:16]([C:18]3[CH:23]=[CH:22][C:21]([O:24][CH:25]4[CH2:30][CH2:29][CH2:28][CH2:27][CH2:26]4)=[CH:20][CH:19]=3)[CH:17]=2)=O)=C(F)C(F)=C(F)C=1F.N1C=CC=CC=1.[C:45]([O:49][C:50]([N:52]1[CH2:57][CH2:56][O:55][CH:54]([CH2:58][NH2:59])[CH2:53]1)=[O:51])([CH3:48])([CH3:47])[CH3:46]. Product: [C:45]([O:49][C:50]([N:52]1[CH2:57][CH2:56][O:55][CH:54]([CH2:58][NH:59][C:10]([C:12]2[N:13]=[N:14][C:15]([CH2:31][CH2:32][CH2:33][CH3:34])=[C:16]([C:18]3[CH:23]=[CH:22][C:21]([O:24][CH:25]4[CH2:26][CH2:27][CH2:28][CH2:29][CH2:30]4)=[CH:20][CH:19]=3)[CH:17]=2)=[O:9])[CH2:53]1)=[O:51])([CH3:48])([CH3:47])[CH3:46]. The catalyst class is: 1.